The task is: Predict the reaction yield, written as a fraction of the theoretical maximum amount of product (1.0 means a 100% yield; for example, 0.34 means a 34% yield).. This data is from Reaction yield outcomes from USPTO patents with 853,638 reactions. (1) The reactants are Br[C:2]1[CH:26]=[CH:25][C:5]([O:6][C:7]2[CH:14]=[C:13]([O:15][CH2:16][CH2:17][O:18][CH:19]3[CH2:24][CH2:23][CH2:22][CH2:21][O:20]3)[C:10]([C:11]#[N:12])=[CH:9][N:8]=2)=[CH:4][C:3]=1[CH:27]=[O:28].[B:29]1([B:29]2[O:33][C:32]([CH3:35])([CH3:34])[C:31]([CH3:37])([CH3:36])[O:30]2)[O:33][C:32]([CH3:35])([CH3:34])[C:31]([CH3:37])([CH3:36])[O:30]1.C([O-])(=O)C.[K+]. The catalyst is O1CCOCC1.C1C=CC(P(C2C=CC=CC=2)[C-]2C=CC=C2)=CC=1.C1C=CC(P(C2C=CC=CC=2)[C-]2C=CC=C2)=CC=1.Cl[Pd]Cl.[Fe+2]. The product is [CH:27]([C:3]1[CH:4]=[C:5]([CH:25]=[CH:26][C:2]=1[B:29]1[O:33][C:32]([CH3:35])([CH3:34])[C:31]([CH3:37])([CH3:36])[O:30]1)[O:6][C:7]1[CH:14]=[C:13]([O:15][CH2:16][CH2:17][O:18][CH:19]2[CH2:24][CH2:23][CH2:22][CH2:21][O:20]2)[C:10]([C:11]#[N:12])=[CH:9][N:8]=1)=[O:28]. The yield is 0.640. (2) The reactants are [S:1]1[C:5]2[C:6](B(O)O)=[CH:7][CH:8]=[CH:9][C:4]=2[CH:3]=[CH:2]1.[C:13]([O:17][C:18]([N:20]1[CH2:25][CH2:24][CH:23]([N:26]2[CH:30]=[C:29]([C:31]3[CH:36]=[N:35][C:34]([NH2:37])=[C:33]4[O:38][C:39](Cl)=[CH:40][C:32]=34)[CH:28]=[N:27]2)[CH2:22][CH2:21]1)=[O:19])([CH3:16])([CH3:15])[CH3:14].C([O-])([O-])=O.[K+].[K+]. The catalyst is O1CCOCC1.O.C1C=CC(P(C2C=CC=CC=2)[C-]2C=CC=C2)=CC=1.C1C=CC(P(C2C=CC=CC=2)[C-]2C=CC=C2)=CC=1.Cl[Pd]Cl.[Fe+2]. The product is [NH2:37][C:34]1[N:35]=[CH:36][C:31]([C:29]2[CH:28]=[N:27][N:26]([CH:23]3[CH2:24][CH2:25][N:20]([C:18]([O:17][C:13]([CH3:16])([CH3:15])[CH3:14])=[O:19])[CH2:21][CH2:22]3)[CH:30]=2)=[C:32]2[CH:40]=[C:39]([C:6]3[C:5]4[S:1][CH:2]=[CH:3][C:4]=4[CH:9]=[CH:8][CH:7]=3)[O:38][C:33]=12. The yield is 0.640. (3) The reactants are [C:1]1([C:7]2[CH:17]=[N:16][C:10]3[O:11][CH2:12][C:13](=O)[NH:14][C:9]=3[CH:8]=2)[CH:6]=[CH:5][CH:4]=[CH:3][CH:2]=1.[H-].[Al+3].[Li+].[H-].[H-].[H-].O.[OH-].[Na+]. The catalyst is O1CCCC1. The product is [C:1]1([C:7]2[CH:17]=[N:16][C:10]3[O:11][CH2:12][CH2:13][NH:14][C:9]=3[CH:8]=2)[CH:2]=[CH:3][CH:4]=[CH:5][CH:6]=1. The yield is 0.500. (4) The reactants are [N+:1]([C:4]1[C:13]2[C:8](=[CH:9][CH:10]=[CH:11][CH:12]=2)[C:7]([O:14][C:15]2[N:20]=[CH:19][N:18]=[C:17]([NH2:21])[CH:16]=2)=[CH:6][CH:5]=1)([O-:3])=[O:2].CN1CCOCC1.[C:29](Cl)(=[O:34])[O:30][C:31]([CH3:33])=[CH2:32]. The catalyst is C1COCC1. The product is [N+:1]([C:4]1[C:13]2[C:8](=[CH:9][CH:10]=[CH:11][CH:12]=2)[C:7]([O:14][C:15]2[N:20]=[CH:19][N:18]=[C:17]([NH:21][C:29](=[O:34])[O:30][C:31]([CH3:33])=[CH2:32])[CH:16]=2)=[CH:6][CH:5]=1)([O-:3])=[O:2]. The yield is 0.870. (5) The reactants are [CH2:1]([C:8]1[C:17]2[C:12](=[CH:13][CH:14]=[CH:15][CH:16]=2)[C:11]([N:18]2[CH2:23][CH2:22][N:21]([C:24]3[CH:29]=[N:28]C(C(C)=C)=[CH:26][N:25]=3)[CH2:20][CH2:19]2)=[N:10][N:9]=1)[C:2]1[CH:7]=[CH:6][CH:5]=[CH:4][CH:3]=1.C[N+]1([O-])CC[O:37]CC1.[C:41]([OH:45])([CH3:44])([CH3:43])[CH3:42]. The catalyst is CC(C)=O.O. The product is [CH2:1]([C:8]1[C:17]2[C:12](=[CH:13][CH:14]=[CH:15][CH:16]=2)[C:11]([N:18]2[CH2:23][CH2:22][N:21]([C:24]3[CH:29]=[N:28][C:42]([C:41]([OH:45])([CH3:44])[CH2:43][OH:37])=[CH:26][N:25]=3)[CH2:20][CH2:19]2)=[N:10][N:9]=1)[C:2]1[CH:7]=[CH:6][CH:5]=[CH:4][CH:3]=1. The yield is 0.920. (6) The reactants are [CH3:1][C@H:2]1[NH:7][C@@H:6]([CH3:8])[CH2:5][N:4]([C:9]2[N:10]([CH2:31][C:32]([F:35])([F:34])[F:33])[C:11]3[C:16]([N:17]=2)=[C:15]([N:18]2[CH2:23][CH2:22][O:21][CH2:20][CH2:19]2)[N:14]=[C:13]([C:24]2[CH:25]=[N:26][C:27]([NH2:30])=[N:28][CH:29]=2)[N:12]=3)[CH2:3]1.[O:36]1CCC[CH2:37]1.CN(CCS(O)(=O)=O)C. The catalyst is C(Cl)Cl. The product is [NH2:30][C:27]1[N:28]=[CH:29][C:24]([C:13]2[N:12]=[C:11]3[C:16]([N:17]=[C:9]([N:4]4[CH2:3][C@@H:2]([CH3:1])[N:7]([CH:37]=[O:36])[C@@H:6]([CH3:8])[CH2:5]4)[N:10]3[CH2:31][C:32]([F:35])([F:34])[F:33])=[C:15]([N:18]3[CH2:23][CH2:22][O:21][CH2:20][CH2:19]3)[N:14]=2)=[CH:25][N:26]=1. The yield is 0.910. (7) The reactants are [NH2:1][C:2]1[CH:3]=[CH:4][C:5]([Br:11])=[C:6]([CH:10]=1)[C:7]([OH:9])=[O:8].[F:12][C:13]1[C:20]([F:21])=[C:19]([C:22]([F:25])([F:24])[F:23])[C:18]([F:26])=[C:17]([F:27])[C:14]=1[CH2:15]Br. The catalyst is CN(C=O)C. The product is [Br:11][C:5]1[CH:4]=[CH:3][C:2]([NH:1][CH2:15][C:14]2[C:17]([F:27])=[C:18]([F:26])[C:19]([C:22]([F:23])([F:25])[F:24])=[C:20]([F:21])[C:13]=2[F:12])=[CH:10][C:6]=1[C:7]([OH:9])=[O:8]. The yield is 0.769. (8) The product is [Cl:1][C:2]1[CH:3]=[C:4]([NH:9][C:10]([NH:11][C:12]2[N:13]=[C:14]([CH3:32])[CH:15]=[C:16]([NH:18][C@@H:19]3[CH2:24][CH2:23][CH2:22][NH:21][CH2:20]3)[N:17]=2)=[NH:33])[CH:5]=[CH:6][C:7]=1[Cl:8]. The catalyst is CO.O1CCOCC1. The yield is 0.545. The reactants are [Cl:1][C:2]1[CH:3]=[C:4]([NH:9][C:10](=[NH:33])[NH:11][C:12]2[N:17]=[C:16]([NH:18][C@@H:19]3[CH2:24][CH2:23][CH2:22][N:21](C(OC(C)(C)C)=O)[CH2:20]3)[CH:15]=[C:14]([CH3:32])[N:13]=2)[CH:5]=[CH:6][C:7]=1[Cl:8].Cl. (9) The catalyst is ClCCl. The yield is 0.550. The reactants are Br.C([O:4][P:5]([CH2:10][CH2:11][CH2:12][N:13]([CH3:30])[CH2:14][CH2:15][CH2:16][CH2:17][CH2:18][CH2:19][CH2:20][CH2:21][CH2:22][CH2:23][CH2:24][CH2:25][CH2:26][CH2:27][CH2:28][CH3:29])(=[O:9])[O:6]CC)C.Br[Si](C)(C)C.C([Si](C)(C)C)C=C. The product is [CH3:30][N:13]([CH2:12][CH2:11][CH2:10][P:5](=[O:4])([OH:9])[OH:6])[CH2:14][CH2:15][CH2:16][CH2:17][CH2:18][CH2:19][CH2:20][CH2:21][CH2:22][CH2:23][CH2:24][CH2:25][CH2:26][CH2:27][CH2:28][CH3:29]. (10) The reactants are [CH3:1][C:2]1[C:16](=[O:17])[N:15]=[C:14]2[N:4]([C@@H:5]3[O:9][C@H:8]([CH2:10][OH:11])[C@@H:7]([OH:12])[C@@H:6]3[O:13]2)[CH:3]=1.[CH3:18][O:19][CH2:20][CH2:21][O:22]B([O:22][CH2:21][CH2:20][O:19][CH3:18])[O:22][CH2:21][CH2:20][O:19][CH3:18]. The catalyst is COCCO. The product is [CH3:18][O:19][CH2:20][CH2:21][O:22][C@@H:6]1[C@H:7]([OH:12])[C@@H:8]([CH2:10][OH:11])[O:9][C@H:5]1[N:4]1[CH:3]=[C:2]([CH3:1])[C:16](=[O:17])[NH:15][C:14]1=[O:13]. The yield is 0.630.